The task is: Regression. Given a peptide amino acid sequence and an MHC pseudo amino acid sequence, predict their binding affinity value. This is MHC class II binding data.. This data is from Peptide-MHC class II binding affinity with 134,281 pairs from IEDB. (1) The peptide sequence is GRLQIVDKIDAAFKI. The MHC is DRB1_0101 with pseudo-sequence DRB1_0101. The binding affinity (normalized) is 0.547. (2) The peptide sequence is TIKAERTEQKDFDGR. The MHC is DRB1_0901 with pseudo-sequence DRB1_0901. The binding affinity (normalized) is 0.0278. (3) The peptide sequence is LAWLVQASANSAAMA. The binding affinity (normalized) is 0.266. The MHC is HLA-DQA10301-DQB10302 with pseudo-sequence HLA-DQA10301-DQB10302. (4) The peptide sequence is AANWILRGTSFVYVP. The MHC is DRB1_0405 with pseudo-sequence DRB1_0405. The binding affinity (normalized) is 0.316. (5) The peptide sequence is ALDVWALGLAIFEFV. The MHC is HLA-DQA10401-DQB10402 with pseudo-sequence HLA-DQA10401-DQB10402. The binding affinity (normalized) is 0.561. (6) The peptide sequence is FSGVAATESAYLAYR. The MHC is HLA-DPA10301-DPB10402 with pseudo-sequence HLA-DPA10301-DPB10402. The binding affinity (normalized) is 0.0820. (7) The peptide sequence is LDKFLANVSTVLTGK. The MHC is DRB1_0802 with pseudo-sequence DRB1_0802. The binding affinity (normalized) is 0.756.